Dataset: Forward reaction prediction with 1.9M reactions from USPTO patents (1976-2016). Task: Predict the product of the given reaction. (1) Given the reactants [CH2:1]([O:3][C:4]([C:6]1[O:7][C:8]2[CH:15]=[CH:14][CH:13]=[C:12]([CH:16]=[CH2:17])[C:9]=2[C:10]=1[CH3:11])=[O:5])[CH3:2].B.C1C[O:22]CC1.O.C([O-])([O-])=O.C([O-])([O-])=O.OO.OO.OO.[Na+].[Na+].[Na+].[Na+], predict the reaction product. The product is: [OH:22][CH2:17][CH2:16][C:12]1[C:9]2[C:10]([CH3:11])=[C:6]([C:4]([O:3][CH2:1][CH3:2])=[O:5])[O:7][C:8]=2[CH:15]=[CH:14][CH:13]=1. (2) Given the reactants I[C:2]1[CH:3]=[C:4]2[C:8](=[CH:9][CH:10]=1)[N:7]([CH3:11])[CH:6]=[CH:5]2.[C:12]([Si:14]([CH3:17])([CH3:16])[CH3:15])#[CH:13], predict the reaction product. The product is: [CH3:11][N:7]1[C:8]2[C:4](=[CH:3][C:2]([C:13]#[C:12][Si:14]([CH3:17])([CH3:16])[CH3:15])=[CH:10][CH:9]=2)[CH:5]=[CH:6]1. (3) The product is: [OH:9][CH2:8][C:5]1[CH:6]=[CH:7][C:2]([NH:1][S:25]([C:20]2[CH:21]=[CH:22][CH:23]=[CH:24][N:19]=2)(=[O:27])=[O:26])=[CH:3][CH:4]=1. Given the reactants [NH2:1][C:2]1[CH:7]=[CH:6][C:5]([CH2:8][OH:9])=[CH:4][CH:3]=1.C(N(CC)C(C)C)(C)C.[N:19]1[CH:24]=[CH:23][CH:22]=[CH:21][C:20]=1[S:25](Cl)(=[O:27])=[O:26], predict the reaction product. (4) Given the reactants [CH3:1][C:2]1([CH3:16])[C:6]([CH3:8])([CH3:7])[O:5][B:4]([C:9]2[CH:14]=[CH:13][C:12]([NH2:15])=[CH:11][CH:10]=2)[O:3]1.[Cl:17][C:18]1[CH:23]=[CH:22][C:21]([Cl:24])=[CH:20][C:19]=1[S:25](Cl)(=[O:27])=[O:26], predict the reaction product. The product is: [Cl:17][C:18]1[CH:23]=[CH:22][C:21]([Cl:24])=[CH:20][C:19]=1[S:25]([NH:15][C:12]1[CH:13]=[CH:14][C:9]([B:4]2[O:3][C:2]([CH3:16])([CH3:1])[C:6]([CH3:7])([CH3:8])[O:5]2)=[CH:10][CH:11]=1)(=[O:27])=[O:26]. (5) Given the reactants CN1CCCC1=O.F[C:9]1[CH:10]=[C:11]2[C:15](=[CH:16][CH:17]=1)[C:14](=[O:18])[CH2:13][CH2:12]2.[NH:19]1[CH2:24][CH2:23][O:22][CH2:21][CH2:20]1.O, predict the reaction product. The product is: [N:19]1([C:9]2[CH:10]=[C:11]3[C:15](=[CH:16][CH:17]=2)[C:14](=[O:18])[CH2:13][CH2:12]3)[CH2:24][CH2:23][O:22][CH2:21][CH2:20]1.